From a dataset of NCI-60 drug combinations with 297,098 pairs across 59 cell lines. Regression. Given two drug SMILES strings and cell line genomic features, predict the synergy score measuring deviation from expected non-interaction effect. (1) Drug 1: CC1=CC2C(CCC3(C2CCC3(C(=O)C)OC(=O)C)C)C4(C1=CC(=O)CC4)C. Drug 2: C1CCC(C(C1)N)N.C(=O)(C(=O)[O-])[O-].[Pt+4]. Cell line: RXF 393. Synergy scores: CSS=0.331, Synergy_ZIP=-1.93, Synergy_Bliss=-3.44, Synergy_Loewe=-32.9, Synergy_HSA=-7.40. (2) Drug 1: C#CCC(CC1=CN=C2C(=N1)C(=NC(=N2)N)N)C3=CC=C(C=C3)C(=O)NC(CCC(=O)O)C(=O)O. Drug 2: CN(C(=O)NC(C=O)C(C(C(CO)O)O)O)N=O. Cell line: OVCAR3. Synergy scores: CSS=-4.40, Synergy_ZIP=2.51, Synergy_Bliss=1.41, Synergy_Loewe=-4.04, Synergy_HSA=-3.77. (3) Drug 1: C1CC(=O)NC(=O)C1N2CC3=C(C2=O)C=CC=C3N. Drug 2: CC(C)NC(=O)C1=CC=C(C=C1)CNNC.Cl. Cell line: LOX IMVI. Synergy scores: CSS=13.6, Synergy_ZIP=-5.18, Synergy_Bliss=5.06, Synergy_Loewe=9.69, Synergy_HSA=9.54. (4) Drug 1: CC1=CC=C(C=C1)C2=CC(=NN2C3=CC=C(C=C3)S(=O)(=O)N)C(F)(F)F. Drug 2: CCC1(CC2CC(C3=C(CCN(C2)C1)C4=CC=CC=C4N3)(C5=C(C=C6C(=C5)C78CCN9C7C(C=CC9)(C(C(C8N6C)(C(=O)OC)O)OC(=O)C)CC)OC)C(=O)OC)O.OS(=O)(=O)O. Cell line: OVCAR-8. Synergy scores: CSS=-3.41, Synergy_ZIP=0.677, Synergy_Bliss=-0.832, Synergy_Loewe=-3.33, Synergy_HSA=-2.92. (5) Drug 1: C1CCN(CC1)CCOC2=CC=C(C=C2)C(=O)C3=C(SC4=C3C=CC(=C4)O)C5=CC=C(C=C5)O. Drug 2: C1=CN(C(=O)N=C1N)C2C(C(C(O2)CO)O)O.Cl. Cell line: SK-MEL-5. Synergy scores: CSS=10.4, Synergy_ZIP=2.46, Synergy_Bliss=6.35, Synergy_Loewe=-4.31, Synergy_HSA=-0.406.